This data is from Full USPTO retrosynthesis dataset with 1.9M reactions from patents (1976-2016). The task is: Predict the reactants needed to synthesize the given product. (1) Given the product [CH2:33]([NH:40][S:2]([C:5]1[CH:10]=[CH:9][C:8]([NH:11][C:12]([N:20]2[CH2:19][CH2:18][C:17]3[C:22](=[C:23]([N:26]4[CH2:27][CH2:28][N:29]([CH3:32])[CH2:30][CH2:31]4)[CH:24]=[CH:25][C:16]=3[O:15][CH3:14])[CH2:21]2)=[O:13])=[CH:7][CH:6]=1)(=[O:4])=[O:3])[C:34]1[CH:39]=[CH:38][CH:37]=[CH:36][CH:35]=1, predict the reactants needed to synthesize it. The reactants are: Cl[S:2]([C:5]1[CH:10]=[CH:9][C:8]([N:11]=[C:12]=[O:13])=[CH:7][CH:6]=1)(=[O:4])=[O:3].[CH3:14][O:15][C:16]1[CH:25]=[CH:24][C:23]([N:26]2[CH2:31][CH2:30][N:29]([CH3:32])[CH2:28][CH2:27]2)=[C:22]2[C:17]=1[CH2:18][CH2:19][NH:20][CH2:21]2.[CH2:33]([NH2:40])[C:34]1[CH:39]=[CH:38][CH:37]=[CH:36][CH:35]=1. (2) Given the product [F:34][C:30]1[CH:29]=[C:28]([CH:33]=[CH:32][CH:31]=1)[CH2:27][O:26][C:25]1[CH:24]=[CH:23][C:21]([NH:2][C:1]2[N:10]=[CH:9][N:8]=[C:7]3[NH:6][N:5]=[C:4]([O:13][CH2:14][CH2:15][OH:16])[C:3]=23)=[CH:20][C:19]=1[O:18][CH3:17], predict the reactants needed to synthesize it. The reactants are: [C:1]([C:3]1[C:4]([O:13][CH2:14][CH2:15][OH:16])=[N:5][NH:6][C:7]=1[N:8]=[CH:9][N:10](C)C)#[N:2].[CH3:17][O:18][C:19]1[CH:20]=[C:21]([CH:23]=[CH:24][C:25]=1[O:26][CH2:27][C:28]1[CH:33]=[CH:32][CH:31]=[C:30]([F:34])[CH:29]=1)N. (3) Given the product [CH2:6]([C:9]1[CH:14]=[C:13]([C:15]2[S:16][CH:17]=[C:18]([C:20]3[CH:21]=[CH:22][C:23]([NH:26][S:2]([CH3:1])(=[O:4])=[O:3])=[CH:24][CH:25]=3)[N:19]=2)[CH:12]=[CH:11][N:10]=1)[CH2:7][CH3:8], predict the reactants needed to synthesize it. The reactants are: [CH3:1][S:2](Cl)(=[O:4])=[O:3].[CH2:6]([C:9]1[CH:14]=[C:13]([C:15]2[S:16][CH:17]=[C:18]([C:20]3[CH:25]=[CH:24][C:23]([NH2:26])=[CH:22][CH:21]=3)[N:19]=2)[CH:12]=[CH:11][N:10]=1)[CH2:7][CH3:8].N1C=CC=CC=1.C(O)(=O)CC(CC(O)=O)(C(O)=O)O. (4) Given the product [CH2:1]([C:9]1[CH:10]=[CH:11][C:12]2[N:13]=[C:16]([NH2:17])[S:18][C:14]=2[CH:15]=1)[CH2:2][CH2:3][CH2:4][CH2:5][CH2:6][CH2:7][CH3:8], predict the reactants needed to synthesize it. The reactants are: [CH2:1]([C:9]1[CH:15]=[CH:14][C:12]([NH2:13])=[CH:11][CH:10]=1)[CH2:2][CH2:3][CH2:4][CH2:5][CH2:6][CH2:7][CH3:8].[C:16]([S-:18])#[N:17].[K+].BrBr.O. (5) Given the product [F:30][C:10]([F:9])([F:29])[CH2:11][O:12][C:13]1[CH:18]=[CH:17][C:16]([N:19]2[CH2:23][C@@H:22]3[CH2:24][C@:25]4([CH2:2][O:27]4)[CH2:26][N:21]3[C:20]2=[O:28])=[CH:15][CH:14]=1, predict the reactants needed to synthesize it. The reactants are: [I-].[CH3:2][S+](C)(C)=O.[H-].[Na+].[F:9][C:10]([F:30])([F:29])[CH2:11][O:12][C:13]1[CH:18]=[CH:17][C:16]([N:19]2[CH2:23][C@@H:22]3[CH2:24][C:25](=[O:27])[CH2:26][N:21]3[C:20]2=[O:28])=[CH:15][CH:14]=1. (6) Given the product [C:26]1([S:23]([CH2:22][C@@H:14]2[CH2:15][C@H:16]([NH:19][CH:8]([CH3:12])[CH3:9])[CH2:17][CH2:18][C@@H:13]2[N:10]2[CH2:11][CH2:12][C@H:8]([NH:7][C:6](=[O:35])[C:14]3[CH:13]=[CH:18][CH:17]=[C:36]([C:38]([F:41])([F:40])[F:39])[CH:15]=3)[C:9]2=[O:34])(=[O:24])=[O:25])[CH:31]=[CH:30][CH:29]=[CH:28][CH:27]=1, predict the reactants needed to synthesize it. The reactants are: C(O[C:6](=[O:35])[NH:7][C@H:8]1[CH2:12][CH2:11][N:10]([C@H:13]2[CH2:18][CH2:17][C@@H:16]([N:19]=[N+]=[N-])[CH2:15][C@H:14]2[CH2:22][S:23]([C:26]2[CH:31]=[CH:30][C:29](SC)=[CH:28][CH:27]=2)(=[O:25])=[O:24])[C:9]1=[O:34])(C)(C)C.[C:36](O)([C:38]([F:41])([F:40])[F:39])=O. (7) Given the product [CH3:10][S:21]([C:3]1[CH:8]=[CH:7][CH:6]=[CH:5][CH:4]=1)(=[O:24])=[O:22], predict the reactants needed to synthesize it. The reactants are: CS[C:3]1[CH:8]=[CH:7][CH:6]=[CH:5][CH:4]=1.N1C(=O)NC(=O)N[C:10]1=O.Cl[O-].[Na+].[S:21]([O-:24])([O-])=[O:22].[Na+].[Na+].